Dataset: Catalyst prediction with 721,799 reactions and 888 catalyst types from USPTO. Task: Predict which catalyst facilitates the given reaction. (1) Reactant: [F:1][C:2]1[CH:10]=[C:9]([F:11])[CH:8]=[CH:7][C:3]=1C(O)=O.C([N:14]([CH2:17]C)CC)C.C1([O:25]P(N=[N+]=[N-])(=O)OC2C=CC=CC=2)C=CC=CC=1.[NH2:38][C:39]1[CH:44]=[CH:43][C:42]([C:45]2[CH:53]=[CH:52][C:51]([C:54]3[NH:55][C:56]([CH3:59])=[CH:57][N:58]=3)=[C:50]3[C:46]=2[CH2:47][NH:48][C:49]3=[O:60])=[C:41]([F:61])[CH:40]=1. Product: [F:1][C:2]1[CH:10]=[C:9]([F:11])[CH:8]=[CH:7][C:3]=1[NH:14][C:17]([NH:38][C:39]1[CH:44]=[CH:43][C:42]([C:45]2[CH:53]=[CH:52][C:51]([C:54]3[NH:55][C:56]([CH3:59])=[CH:57][N:58]=3)=[C:50]3[C:46]=2[CH2:47][NH:48][C:49]3=[O:60])=[C:41]([F:61])[CH:40]=1)=[O:25]. The catalyst class is: 56. (2) The catalyst class is: 116. Product: [CH:1]1[C:11]2[CH:10]([O:12][CH2:20][CH2:19][OH:23])[C:9]3[CH:13]=[CH:14][CH:15]=[CH:16][C:8]=3[CH2:7][O:6][C:5]=2[CH:4]=[CH:3][CH:2]=1. Reactant: [CH:1]1[C:11]2[CH:10]([OH:12])[C:9]3[CH:13]=[CH:14][CH:15]=[CH:16][C:8]=3[CH2:7][O:6][C:5]=2[CH:4]=[CH:3][CH:2]=1.[H-].[Na+].[C:19]([O:23]C(=O)CBr)(C)(C)[CH3:20].[H-].[Al+3].[Li+].[H-].[H-].[H-].